From a dataset of Forward reaction prediction with 1.9M reactions from USPTO patents (1976-2016). Predict the product of the given reaction. (1) Given the reactants [CH3:1][C:2]1[N:27]([CH3:28])[C:5]2[CH:6]=[C:7]([C:22]([O:24]CC)=[O:23])[C:8]3[CH2:9][CH2:10][C:11]4([NH:20][C:21]=3[C:4]=2[N:3]=1)[CH2:19][C:18]1[C:13](=[CH:14][CH:15]=[CH:16][CH:17]=1)[CH2:12]4.[OH-].[Li+].Cl, predict the reaction product. The product is: [CH3:1][C:2]1[N:27]([CH3:28])[C:5]2[CH:6]=[C:7]([C:22]([OH:24])=[O:23])[C:8]3[CH2:9][CH2:10][C:11]4([NH:20][C:21]=3[C:4]=2[N:3]=1)[CH2:19][C:18]1[C:13](=[CH:14][CH:15]=[CH:16][CH:17]=1)[CH2:12]4. (2) Given the reactants [NH:1]1[C:5]2[CH:6]=[CH:7][C:8]([C:10]([OH:12])=O)=[CH:9][C:4]=2[N:3]=[N:2]1.C[N:14](C(ON1N=NC2C=CC=CC1=2)=[N+](C)C)C.F[P-](F)(F)(F)(F)F.[NH4+].[Cl-].CCN(C(C)C)C(C)C, predict the reaction product. The product is: [NH:3]1[C:4]2[CH:9]=[C:8]([C:10]([NH2:14])=[O:12])[CH:7]=[CH:6][C:5]=2[N:1]=[N:2]1.